The task is: Predict the reaction yield, written as a fraction of the theoretical maximum amount of product (1.0 means a 100% yield; for example, 0.34 means a 34% yield).. This data is from Reaction yield outcomes from USPTO patents with 853,638 reactions. (1) The reactants are [Cl:1][C:2]1[CH:7]=[CH:6][CH:5]=[C:4]([Cl:8])[C:3]=1[NH:9][C:10]([NH:12][C:13]1[CH:17]=[C:16]([C:18]2[CH:23]=[CH:22][C:21]([O:24][CH3:25])=[CH:20][CH:19]=2)[S:15][C:14]=1[C:26]([OH:28])=O)=[O:11].CN(C(ON1N=NC2C=CC=NC1=2)=[N+](C)C)C.F[P-](F)(F)(F)(F)F.CCN(C(C)C)C(C)C.Cl.[NH2:63][C@@H:64]([CH:69]1[CH2:74][CH2:73][CH2:72][CH2:71][CH2:70]1)[C:65]([O:67][CH3:68])=[O:66]. The catalyst is CN(C=O)C. The product is [CH:69]1([C@H:64]([NH:63][C:26]([C:14]2[S:15][C:16]([C:18]3[CH:19]=[CH:20][C:21]([O:24][CH3:25])=[CH:22][CH:23]=3)=[CH:17][C:13]=2[NH:12][C:10]([NH:9][C:3]2[C:2]([Cl:1])=[CH:7][CH:6]=[CH:5][C:4]=2[Cl:8])=[O:11])=[O:28])[C:65]([O:67][CH3:68])=[O:66])[CH2:74][CH2:73][CH2:72][CH2:71][CH2:70]1. The yield is 0.530. (2) The reactants are [O-]S(S([O-])=O)=O.[Na+].[Na+].[CH2:9]([O:16][C:17]1[CH:22]=[CH:21][C:20]([N+:23]([O-])=O)=[C:19]([F:26])[CH:18]=1)[C:10]1[CH:15]=[CH:14][CH:13]=[CH:12][CH:11]=1.C1COCC1.CCO. The catalyst is O. The product is [CH2:9]([O:16][C:17]1[CH:22]=[CH:21][C:20]([NH2:23])=[C:19]([F:26])[CH:18]=1)[C:10]1[CH:11]=[CH:12][CH:13]=[CH:14][CH:15]=1. The yield is 0.420. (3) The reactants are [CH3:1][C:2]1([CH3:10])[CH2:7][C:6](=[O:8])[CH2:5][C:4](=O)[CH2:3]1.C(OC(=O)CBr)C.[H-].[Na+].NC1C=C[C:24]([C:25]([NH2:27])=[O:26])=CC=1. The catalyst is CN(C=O)C.CC(O)=O. The product is [CH3:10][C:2]1([CH3:1])[CH2:3][C:4]2[NH:27][C:25](=[O:26])[CH2:24][C:5]=2[C:6](=[O:8])[CH2:7]1. The yield is 0.280. (4) The reactants are [CH3:1][CH:2]([CH3:47])[C@H:3]([NH:42][C:43](=[O:46])[O:44][CH3:45])[C:4]([N:6]1[CH2:10][C@@H:9]([CH3:11])[CH2:8][C@H:7]1[C:12]1[NH:16][C:15]2[C:17]3[C:22]([CH:23]=[CH:24][C:14]=2[N:13]=1)=[CH:21][C:20]1[C:25]2[C:30]([CH2:31][O:32][C:19]=1[CH:18]=3)=[CH:29][C:28](B1OC(C)(C)C(C)(C)O1)=[CH:27][CH:26]=2)=[O:5].Br[C:49]1[NH:53][C:52]([C@@H:54]2[CH2:58][CH2:57][CH2:56][N:55]2[C:59]([O:61][C:62]([CH3:65])([CH3:64])[CH3:63])=[O:60])=[N:51][CH:50]=1.C([O-])([O-])=O.[K+].[K+]. The catalyst is COCCOC.C1C=CC([P]([Pd]([P](C2C=CC=CC=2)(C2C=CC=CC=2)C2C=CC=CC=2)([P](C2C=CC=CC=2)(C2C=CC=CC=2)C2C=CC=CC=2)[P](C2C=CC=CC=2)(C2C=CC=CC=2)C2C=CC=CC=2)(C2C=CC=CC=2)C2C=CC=CC=2)=CC=1.C1C=CC(P(C2C=CC=CC=2)[C-]2C=CC=C2)=CC=1.C1C=CC(P(C2C=CC=CC=2)[C-]2C=CC=C2)=CC=1.Cl[Pd]Cl.[Fe+2]. The product is [CH3:45][O:44][C:43]([NH:42][C@H:3]([C:4]([N:6]1[CH2:10][C@@H:9]([CH3:11])[CH2:8][C@H:7]1[C:12]1[NH:16][C:15]2[C:17]3[C:22]([CH:23]=[CH:24][C:14]=2[N:13]=1)=[CH:21][C:20]1[C:25]2[C:30]([CH2:31][O:32][C:19]=1[CH:18]=3)=[CH:29][C:28]([C:49]1[NH:53][C:52]([C@@H:54]3[CH2:58][CH2:57][CH2:56][N:55]3[C:59]([O:61][C:62]([CH3:65])([CH3:64])[CH3:63])=[O:60])=[N:51][CH:50]=1)=[CH:27][CH:26]=2)=[O:5])[CH:2]([CH3:1])[CH3:47])=[O:46]. The yield is 0.240. (5) The reactants are C[N:2](C)[CH:3]=[CH:4][C:5]([C:7]1[C:12](=[O:13])[CH:11]=[CH:10][N:9]([C:14]2[CH:19]=[CH:18][CH:17]=[C:16]([C:20]([F:23])([F:22])[F:21])[CH:15]=2)[N:8]=1)=O.Cl.[CH3:26][C:27]1[CH:32]=[CH:31][C:30]([NH:33]N)=[CH:29][CH:28]=1.CCN(CC)CC. The catalyst is C(O)C. The product is [CH3:26][C:27]1[CH:32]=[CH:31][C:30]([N:33]2[C:5]([C:7]3[C:12](=[O:13])[CH:11]=[CH:10][N:9]([C:14]4[CH:19]=[CH:18][CH:17]=[C:16]([C:20]([F:23])([F:22])[F:21])[CH:15]=4)[N:8]=3)=[CH:4][CH:3]=[N:2]2)=[CH:29][CH:28]=1. The yield is 0.270. (6) The reactants are CC(C[AlH]CC(C)C)C.CON(C)[C:13]([CH:15]1[CH2:18][CH:17]([CH2:19][C:20]2[N:24]([CH2:25][O:26][CH2:27][CH2:28][Si:29]([CH3:32])([CH3:31])[CH3:30])[C:23]3[CH:33]=[CH:34][C:35]([C:37]([F:40])([F:39])[F:38])=[CH:36][C:22]=3[N:21]=2)[CH2:16]1)=[O:14].[C@H](O)(C([O-])=O)[C@@H](O)C([O-])=O.[Na+].[K+]. The catalyst is C1COCC1.CCOCC. The product is [F:40][C:37]([F:38])([F:39])[C:35]1[CH:34]=[CH:33][C:23]2[N:24]([CH2:25][O:26][CH2:27][CH2:28][Si:29]([CH3:30])([CH3:31])[CH3:32])[C:20]([CH2:19][CH:17]3[CH2:18][CH:15]([CH:13]=[O:14])[CH2:16]3)=[N:21][C:22]=2[CH:36]=1. The yield is 0.870.